This data is from Catalyst prediction with 721,799 reactions and 888 catalyst types from USPTO. The task is: Predict which catalyst facilitates the given reaction. The catalyst class is: 4. Reactant: C(OC(=O)[NH:7][C@H:8]([C:22]([N:24]1[CH2:28][CH2:27][C@H:26]([F:29])[CH2:25]1)=[O:23])[C@H:9]([CH:11]1[CH2:16][CH2:15][CH:14]([N:17]([C:19](=[O:21])[CH3:20])[CH3:18])[CH2:13][CH2:12]1)[CH3:10])(C)(C)C.[F:31][C:32]([F:37])([F:36])[C:33]([OH:35])=[O:34]. Product: [F:31][C:32]([F:37])([F:36])[C:33]([O-:35])=[O:34].[C:19]([N:17]([CH3:18])[CH:14]1[CH2:13][CH2:12][CH:11]([C@H:9]([CH3:10])[C@H:8]([NH3+:7])[C:22]([N:24]2[CH2:28][CH2:27][C@H:26]([F:29])[CH2:25]2)=[O:23])[CH2:16][CH2:15]1)(=[O:21])[CH3:20].